From a dataset of Cav3 T-type calcium channel HTS with 100,875 compounds. Binary Classification. Given a drug SMILES string, predict its activity (active/inactive) in a high-throughput screening assay against a specified biological target. (1) The drug is S(=O)(=O)(NC1CCN(CC1)Cc1ccccc1)C. The result is 0 (inactive). (2) The result is 0 (inactive). The compound is O1CCN(CC1)c1nc(N2CCOCC2)nc(NNC(=O)C)c1. (3) The drug is O1c2c3c(c(O)c(c2OC(=O)c2c1c(c(O)cc2C)C=O)CO)C(OC3O)=O. The result is 0 (inactive). (4) The molecule is S(=O)(=O)(Nc1c(OC)cccc1)c1cc(OC)c(OC)cc1. The result is 0 (inactive). (5) The drug is S(c1n(Cc2ccccc2)ccn1)CC(=O)NCCCC. The result is 0 (inactive). (6) The drug is Brc1ccc(NC(=O)N2CCCCCCC2)cc1. The result is 0 (inactive).